This data is from Full USPTO retrosynthesis dataset with 1.9M reactions from patents (1976-2016). The task is: Predict the reactants needed to synthesize the given product. (1) The reactants are: CO[C@@H]1[C@@H](C(OC)=O)[C@@H]2[C@@H](CN3[C@H](C2)C2NC4C=C(OC)C=CC=4C=2CC3)C[C@H]1OC(C1C=C(OC)C(OC)=C(OC)C=1)=O.[ClH:45].Cl.[CH3:47][N:48]1[CH2:54][CH2:53][CH2:52][N:51]([C@H:55]2[CH2:60][CH2:59][C@H:58]([N:61]3[C:65]4[N:66]=[CH:67][N:68]=[C:69]([NH2:70])[C:64]=4[C:63]([C:71]4[CH:76]=[CH:75][C:74]([O:77][C:78]5[CH:83]=[CH:82][CH:81]=[CH:80][CH:79]=5)=[CH:73][CH:72]=4)=[CH:62]3)[CH2:57][CH2:56]2)[CH2:50][CH2:49]1. Given the product [ClH:45].[ClH:45].[CH3:47][N:48]1[CH2:54][CH2:53][CH2:52][N:51]([C@@H:55]2[CH2:60][CH2:59][C@H:58]([N:61]3[C:65]4[N:66]=[CH:67][N:68]=[C:69]([NH2:70])[C:64]=4[C:63]([C:71]4[CH:72]=[CH:73][C:74]([O:77][C:78]5[CH:79]=[CH:80][CH:81]=[CH:82][CH:83]=5)=[CH:75][CH:76]=4)=[CH:62]3)[CH2:57][CH2:56]2)[CH2:50][CH2:49]1, predict the reactants needed to synthesize it. (2) Given the product [Cl:12][C:11]1[C:2]([NH:1][C:28](=[O:29])[CH2:27][C:24]2[CH:23]=[CH:22][C:21]([C:20]([F:31])([F:19])[F:32])=[CH:26][CH:25]=2)=[C:3]2[C:8](=[CH:9][CH:10]=1)[C:7](=[O:13])[N:6]([C@@H:14]([CH3:18])[C:15]([NH2:17])=[O:16])[CH:5]=[CH:4]2, predict the reactants needed to synthesize it. The reactants are: [NH2:1][C:2]1[C:11]([Cl:12])=[CH:10][CH:9]=[C:8]2[C:3]=1[CH:4]=[CH:5][N:6]([C@@H:14]([CH3:18])[C:15]([NH2:17])=[O:16])[C:7]2=[O:13].[F:19][C:20]([F:32])([F:31])[C:21]1[CH:26]=[CH:25][C:24]([CH2:27][C:28](O)=[O:29])=[CH:23][CH:22]=1.C(N(CC)C(C)C)(C)C.F[P-](F)(F)(F)(F)F.C[N+](C)=C(N(C)C)ON1C2N=CC=CC=2N=N1.CN(C)C=O. (3) Given the product [N+:36](=[CH:35][C:27](=[O:29])[CH:26]([NH:25][C:23](=[O:24])[O:22][C:18]([CH3:19])([CH3:20])[CH3:21])[CH3:30])=[N-:37], predict the reactants needed to synthesize it. The reactants are: CCN(C(C)C)C(C)C.C(Cl)(=O)OCC(C)C.[C:18]([O:22][C:23]([NH:25][CH:26]([CH3:30])[C:27]([OH:29])=O)=[O:24])([CH3:21])([CH3:20])[CH3:19].[Si]([CH:35]=[N+:36]=[N-:37])(C)(C)C. (4) Given the product [Cl:1][C:2]1[CH:10]=[C:9]2[C:5]([C:6]([C:18]([N:20]3[CH2:21][CH2:22][C:23]4([C:29]5[CH:30]=[CH:31][CH:32]=[CH:33][C:28]=5[CH2:27][O:26]4)[CH2:24][CH2:25]3)=[O:19])=[CH:7][N:8]2[CH2:11][C@H:12]2[CH2:17][CH2:16][CH2:15][N:14]([CH3:34])[CH2:13]2)=[CH:4][CH:3]=1, predict the reactants needed to synthesize it. The reactants are: [Cl:1][C:2]1[CH:10]=[C:9]2[C:5]([C:6]([C:18]([N:20]3[CH2:25][CH2:24][C:23]4([C:29]5[CH:30]=[CH:31][CH:32]=[CH:33][C:28]=5[CH2:27][O:26]4)[CH2:22][CH2:21]3)=[O:19])=[CH:7][N:8]2[CH2:11][C@H:12]2[CH2:17][CH2:16][CH2:15][NH:14][CH2:13]2)=[CH:4][CH:3]=1.[CH3:34]C(O)=O.[BH3-]C#N.[Na+].